From a dataset of Human liver microsome stability data. Regression/Classification. Given a drug SMILES string, predict its absorption, distribution, metabolism, or excretion properties. Task type varies by dataset: regression for continuous measurements (e.g., permeability, clearance, half-life) or binary classification for categorical outcomes (e.g., BBB penetration, CYP inhibition). Dataset: hlm. (1) The molecule is CC(C)CC1n2cncc2CN(Cc2ccc(C(F)(F)F)cc2)S1(=O)=O. The result is 1 (stable in human liver microsomes). (2) The drug is CNCCCc1cncc(CCc2cc(C)cc(N)n2)c1. The result is 0 (unstable in human liver microsomes). (3) The compound is COCCOc1cc(NC(=O)C2(NC(=O)c3ccc4c(C5CCCC5)c(-c5ccccn5)n(C)c4c3)CCC2)ccc1C=CC(=O)O. The result is 0 (unstable in human liver microsomes). (4) The molecule is Cc1ccc2c(c1)CC(C(=O)Nc1ccc(-c3cn[nH]c3)cc1OCCN(C)C)CO2. The result is 0 (unstable in human liver microsomes). (5) The drug is CN(c1ncnc2[nH]ccc12)C1CCCCCC1. The result is 1 (stable in human liver microsomes). (6) The molecule is COc1ccc2c(c1)CC(c1nc(O)c3cc(-c4cn[nH]c4)cc(OC)c3n1)CC2. The result is 0 (unstable in human liver microsomes). (7) The compound is O=C(Nc1ccc(-c2cn[nH]c2)cc1)NC(CCO)c1ccccc1. The result is 0 (unstable in human liver microsomes).